Predict the reactants needed to synthesize the given product. From a dataset of Full USPTO retrosynthesis dataset with 1.9M reactions from patents (1976-2016). (1) The reactants are: [Cl:1][C:2]1[CH:3]=[C:4](OB(O)O)[CH:5]=[C:6]([Cl:8])[CH:7]=1.Br[C:14]([C:16]([F:19])([F:18])[F:17])=[CH2:15].C(=O)([O-])[O-].[K+].[K+]. Given the product [Cl:1][C:2]1[CH:3]=[C:4]([C:14]([C:16]([F:19])([F:18])[F:17])=[CH2:15])[CH:5]=[C:6]([Cl:8])[CH:7]=1, predict the reactants needed to synthesize it. (2) The reactants are: [NH:1]1[CH2:6][CH2:5][CH:4]([NH:7][C:8]([C:10]2[C:14]3[N:15]=[CH:16][N:17]=[C:18]([C:19]4[CH:24]=[C:23]([O:25][CH3:26])[CH:22]=[CH:21][C:20]=4[O:27][CH2:28][CH:29]4[CH2:31][CH2:30]4)[C:13]=3[NH:12][CH:11]=2)=[O:9])[CH2:3][CH2:2]1.Cl[C:33]([C:35]1([O:38]C(=O)C)[CH2:37][CH2:36]1)=[O:34]. Given the product [OH:38][C:35]1([C:33]([N:1]2[CH2:2][CH2:3][CH:4]([NH:7][C:8]([C:10]3[C:14]4[N:15]=[CH:16][N:17]=[C:18]([C:19]5[CH:24]=[C:23]([O:25][CH3:26])[CH:22]=[CH:21][C:20]=5[O:27][CH2:28][CH:29]5[CH2:30][CH2:31]5)[C:13]=4[NH:12][CH:11]=3)=[O:9])[CH2:5][CH2:6]2)=[O:34])[CH2:37][CH2:36]1, predict the reactants needed to synthesize it. (3) Given the product [C:31]1([CH:24]([C:25]2[CH:30]=[CH:29][CH:28]=[CH:27][CH:26]=2)[N:17]2[C:18]3[C:23](=[CH:22][CH:21]=[CH:20][CH:19]=3)[C:15]3([C:13]4[CH:14]=[C:9]([OH:8])[CH:10]=[CH:11][C:12]=4[O:39][CH2:38]3)[C:16]2=[O:37])[CH:32]=[CH:33][CH:34]=[CH:35][CH:36]=1, predict the reactants needed to synthesize it. The reactants are: C([O:8][C:9]1[CH:10]=[CH:11][C:12]2[O:39][CH2:38][C:15]3([C:23]4[C:18](=[CH:19][CH:20]=[CH:21][CH:22]=4)[N:17]([CH:24]([C:31]4[CH:36]=[CH:35][CH:34]=[CH:33][CH:32]=4)[C:25]4[CH:30]=[CH:29][CH:28]=[CH:27][CH:26]=4)[C:16]3=[O:37])[C:13]=2[CH:14]=1)C1C=CC=CC=1.C(OC1C=CC2C3(COC=2C=1)C1C(=CC=CC=1)N(C(C1C=CC=CC=1)C1C=CC=CC=1)C3=O)C1C=CC=CC=1. (4) Given the product [Cl:31][C:21]1[C:19]2[O:20][C:14]3[C:13]([CH3:35])=[CH:12][C:11]([C:9]([OH:10])=[O:8])=[CH:34][C:15]=3[S:16](=[O:32])(=[O:33])[CH2:17][C:18]=2[CH:24]=[C:23]([N:25]2[CH2:26][CH2:27][N:28]([C:4]([CH:1]3[CH2:3][CH2:2]3)=[O:5])[CH2:29][CH2:30]2)[CH:22]=1, predict the reactants needed to synthesize it. The reactants are: [CH:1]1([C:4](Cl)=[O:5])[CH2:3][CH2:2]1.C[O:8][C:9]([C:11]1[CH:12]=[C:13]([CH3:35])[C:14]2[O:20][C:19]3[C:21]([Cl:31])=[CH:22][C:23]([N:25]4[CH2:30][CH2:29][NH:28][CH2:27][CH2:26]4)=[CH:24][C:18]=3[CH2:17][S:16](=[O:33])(=[O:32])[C:15]=2[CH:34]=1)=[O:10]. (5) Given the product [CH3:26][CH:27]([CH3:29])[CH2:28][C:4](=[O:24])[CH2:5][CH2:6][CH2:7][N:8]1[C:20]2[C:19]3[CH:18]=[CH:17][CH:16]=[CH:15][C:14]=3[N:13]=[CH:12][C:11]=2[N:10]=[C:9]1[CH2:21][CH2:22][CH3:23], predict the reactants needed to synthesize it. The reactants are: CON(C)[C:4](=[O:24])[CH2:5][CH2:6][CH2:7][N:8]1[C:20]2[C:19]3[CH:18]=[CH:17][CH:16]=[CH:15][C:14]=3[N:13]=[CH:12][C:11]=2[N:10]=[C:9]1[CH2:21][CH2:22][CH3:23].[CH2:26]([Mg]Cl)[CH:27]([CH3:29])[CH3:28]. (6) The reactants are: [F:1][C:2]1[CH:3]=[C:4](I)[CH:5]=[CH:6][CH:7]=1.[CH:9]1([NH2:13])[CH2:12][CH2:11][CH2:10]1.CC(C)([O-])C.[Na+]. Given the product [CH:9]1([NH:13][C:4]2[CH:5]=[CH:6][CH:7]=[C:2]([F:1])[CH:3]=2)[CH2:12][CH2:11][CH2:10]1, predict the reactants needed to synthesize it.